From a dataset of Reaction yield outcomes from USPTO patents with 853,638 reactions. Predict the reaction yield, written as a fraction of the theoretical maximum amount of product (1.0 means a 100% yield; for example, 0.34 means a 34% yield). (1) The reactants are [NH2:1][C@H:2]1[CH2:7][CH2:6][CH2:5][CH2:4][C@@H:3]1[NH:8][CH:9]1[CH2:14][CH2:13][N:12]([C:15]2([CH3:26])[CH2:20][CH2:19][N:18]([C:21]([O:23][CH2:24][CH3:25])=[O:22])[CH2:17][CH2:16]2)[CH2:11][CH2:10]1.Cl[C:28](Cl)([O:30]C(=O)OC(Cl)(Cl)Cl)Cl.C(N(C(C)C)CC)(C)C.O. The catalyst is ClCCl. The product is [O:30]=[C:28]1[N:8]([CH:9]2[CH2:14][CH2:13][N:12]([C:15]3([CH3:26])[CH2:16][CH2:17][N:18]([C:21]([O:23][CH2:24][CH3:25])=[O:22])[CH2:19][CH2:20]3)[CH2:11][CH2:10]2)[C@H:3]2[CH2:4][CH2:5][CH2:6][CH2:7][C@@H:2]2[NH:1]1. The yield is 0.250. (2) The reactants are [CH3:1][O:2][C:3](=[O:11])[C:4]1[CH:9]=[CH:8][CH:7]=[CH:6][C:5]=1[NH2:10].[Br:12][C:13]1[CH:14]=[C:15]([CH:18]=[CH:19][CH:20]=1)[CH:16]=O.[CH2:21]=[C:22]([CH3:24])[CH3:23].FC(F)(F)S([O-])(=O)=O.[Yb+3].FC(F)(F)S([O-])(=O)=O.FC(F)(F)S([O-])(=O)=O. The product is [CH3:1][O:2][C:3]([C:4]1[CH:9]=[CH:8][CH:7]=[C:6]2[C:5]=1[NH:10][CH:16]([C:15]1[CH:18]=[CH:19][CH:20]=[C:13]([Br:12])[CH:14]=1)[CH2:21][C:22]2([CH3:24])[CH3:23])=[O:11]. The yield is 0.400. The catalyst is C(#N)C.C(OCC)(=O)C. (3) The reactants are C[O:2][C:3]([C:5]1[C:9]([NH:10][C:11](=[O:20])[C:12]2[C:17]([Cl:18])=[CH:16][CH:15]=[CH:14][C:13]=2[Cl:19])=[CH:8][S:7][N:6]=1)=[O:4]. The catalyst is [OH-].[Na+].O1CCOCC1. The product is [Cl:18][C:17]1[CH:16]=[CH:15][CH:14]=[C:13]([Cl:19])[C:12]=1[C:11]([NH:10][C:9]1[C:5]([C:3]([OH:4])=[O:2])=[N:6][S:7][CH:8]=1)=[O:20]. The yield is 0.820. (4) The reactants are [CH:1]1([C:7](Cl)=[O:8])[CH2:6][CH2:5][CH2:4][CH2:3][CH2:2]1.[N:10]1([CH2:16][CH2:17][CH2:18][O:19][C:20]2[CH:25]=[CH:24][C:23]([N:26]3[CH2:31][CH2:30][NH:29][CH2:28][CH2:27]3)=[CH:22][CH:21]=2)[CH2:15][CH2:14][CH2:13][CH2:12][CH2:11]1.C(N(CC)CC)C. The catalyst is ClCCl. The product is [CH:1]1([C:7]([N:29]2[CH2:30][CH2:31][N:26]([C:23]3[CH:22]=[CH:21][C:20]([O:19][CH2:18][CH2:17][CH2:16][N:10]4[CH2:11][CH2:12][CH2:13][CH2:14][CH2:15]4)=[CH:25][CH:24]=3)[CH2:27][CH2:28]2)=[O:8])[CH2:6][CH2:5][CH2:4][CH2:3][CH2:2]1. The yield is 0.890. (5) The reactants are C(O[C:6](=[O:24])[N:7]([C:9]1[CH:10]=[N:11][C:12]([N:16]2[CH2:20][C@H:19]([OH:21])[CH2:18][C@H:17]2[CH2:22][OH:23])=[CH:13][C:14]=1[I:15])[CH3:8])(C)(C)C.Cl.C(N(C(C)C)C(C)C)C.[F:35][C:36]([F:54])([F:53])[C:37]1[CH:38]=[C:39]([C:47](C)([CH3:51])[C:48](Cl)=O)[CH:40]=[C:41]([C:43]([F:46])([F:45])[F:44])[CH:42]=1. The catalyst is ClCCl.C(OCC)C. The product is [F:35][C:36]([F:53])([F:54])[C:37]1[CH:38]=[C:39]([C:47]([CH3:51])([CH3:48])[C:6]([N:7]([C:9]2[CH:10]=[N:11][C:12]([N:16]3[CH2:20][C@H:19]([OH:21])[CH2:18][C@H:17]3[CH2:22][OH:23])=[CH:13][C:14]=2[I:15])[CH3:8])=[O:24])[CH:40]=[C:41]([C:43]([F:44])([F:45])[F:46])[CH:42]=1. The yield is 0.870. (6) The reactants are Cl.[Cl:2][C:3]1[C:12]2[C:11](=[O:13])[NH:10][C@H:9]3[CH2:14][NH:15][CH2:16][C@@H:8]3[C:7]=2[CH:6]=[C:5]([CH2:17][CH3:18])[CH:4]=1.[CH:19](=O)[CH3:20].[BH4-].[Na+].Cl. The catalyst is CO.CCOCC.O1CCOCC1. The product is [ClH:2].[Cl:2][C:3]1[C:12]2[C:11](=[O:13])[NH:10][C@H:9]3[CH2:14][N:15]([CH2:19][CH3:20])[CH2:16][C@@H:8]3[C:7]=2[CH:6]=[C:5]([CH2:17][CH3:18])[CH:4]=1. The yield is 0.640.